This data is from Reaction yield outcomes from USPTO patents with 853,638 reactions. The task is: Predict the reaction yield, written as a fraction of the theoretical maximum amount of product (1.0 means a 100% yield; for example, 0.34 means a 34% yield). (1) The reactants are [CH3:1][C:2]1[CH:3]=[CH:4][C:5]([C:8]2[N:12]([C:13]3[CH:14]=[CH:15][C:16]([S:19]([NH2:22])(=[O:21])=[O:20])=[CH:17][CH:18]=3)[N:11]=[C:10]([C:23]([F:26])([F:25])[F:24])[CH:9]=2)=[CH:6][CH:7]=1.Br[CH2:28][C:29]([O:31][CH3:32])=[O:30].[C:33]([O-:36])([O-])=O.[K+].[K+].[C:39]([O-])(O)=O.[Na+].CN([CH:47]=[O:48])C. The product is [CH3:32][O:31][C:29](=[O:30])[CH2:28][N:22]([S:19]([C:16]1[CH:15]=[CH:14][C:13]([N:12]2[C:8]([C:5]3[CH:6]=[CH:7][C:2]([CH3:1])=[CH:3][CH:4]=3)=[CH:9][C:10]([C:23]([F:24])([F:26])[F:25])=[N:11]2)=[CH:18][CH:17]=1)(=[O:21])=[O:20])[CH2:39][C:33]([O:48][CH3:47])=[O:36]. The yield is 0.510. No catalyst specified. (2) The reactants are [Cl:1][C:2]1[C:6]([CH3:7])=[C:5]([C:8]2[CH:9]=[C:10]([C:13]([OH:15])=O)[S:11][CH:12]=2)[N:4]([CH3:16])[N:3]=1.[NH2:17][C@@H:18]([CH2:31][C:32]1[CH:37]=[CH:36][CH:35]=[C:34]([C:38]([F:41])([F:40])[F:39])[CH:33]=1)[CH2:19][N:20]1[C:28](=[O:29])[C:27]2[C:22](=[CH:23][CH:24]=[CH:25][CH:26]=2)[C:21]1=[O:30].CC(OC(N[C@H](C(O)=O)CC1C=CC=CC=1C(F)(F)F)=O)(C)C.C1CN([P+](Br)(N2CCCC2)N2CCCC2)CC1.F[P-](F)(F)(F)(F)F.CCN(C(C)C)C(C)C. The catalyst is C(Cl)(Cl)Cl. The product is [Cl:1][C:2]1[C:6]([CH3:7])=[C:5]([C:8]2[CH:9]=[C:10]([C:13]([NH:17][C@@H:18]([CH2:31][C:32]3[CH:37]=[CH:36][CH:35]=[C:34]([C:38]([F:41])([F:39])[F:40])[CH:33]=3)[CH2:19][N:20]3[C:21](=[O:30])[C:22]4[C:27](=[CH:26][CH:25]=[CH:24][CH:23]=4)[C:28]3=[O:29])=[O:15])[S:11][CH:12]=2)[N:4]([CH3:16])[N:3]=1. The yield is 0.780. (3) The reactants are C(C1C(CC2C=CC(C)=CC=2)=CC2C(C)(C)CCC(C)(C)C=2C=1)=O.[CH3:25][C:26]1([CH3:60])[CH2:35][CH2:34][C:33]([CH3:37])([CH3:36])[C:32]2[CH:31]=[C:30](/[CH:38]=[CH:39]/[C:40]3[CH:50]=[CH:49][C:43]([C:44]([O:46]CC)=[O:45])=[CH:42][CH:41]=3)[C:29]([CH2:51][C:52]3[CH:57]=[CH:56][C:55]([F:58])=[CH:54][C:53]=3[F:59])=[CH:28][C:27]1=2. No catalyst specified. The product is [CH3:25][C:26]1([CH3:60])[CH2:35][CH2:34][C:33]([CH3:36])([CH3:37])[C:32]2[CH:31]=[C:30](/[CH:38]=[CH:39]/[C:40]3[CH:50]=[CH:49][C:43]([C:44]([OH:46])=[O:45])=[CH:42][CH:41]=3)[C:29]([CH2:51][C:52]3[CH:57]=[CH:56][C:55]([F:58])=[CH:54][C:53]=3[F:59])=[CH:28][C:27]1=2. The yield is 0.720.